This data is from Full USPTO retrosynthesis dataset with 1.9M reactions from patents (1976-2016). The task is: Predict the reactants needed to synthesize the given product. (1) Given the product [CH3:1][C:2]1[CH:3]=[CH:4][C:5]([OH:14])=[C:6]([C:8]2[CH:9]=[CH:10][N:11]=[CH:12][CH:13]=2)[CH:7]=1, predict the reactants needed to synthesize it. The reactants are: [CH3:1][C:2]1[CH:3]=[CH:4][C:5]([O:14]C2CCCCO2)=[C:6]([C:8]2[CH:13]=[CH:12][N:11]=[CH:10][CH:9]=2)[CH:7]=1.FC(F)(F)C(O)=O. (2) Given the product [O:42]1[CH:46]=[CH:45][C:44]([CH2:47][N:25]2[CH2:24][CH2:23][N:22]([C:19]3[CH:18]=[CH:17][C:16]([NH:15]/[CH:14]=[C:5]4\[C:6](=[O:13])[NH:7][C:8](=[O:12])[C:9]5[C:4]\4=[CH:3][C:2]([I:1])=[CH:11][CH:10]=5)=[CH:21][CH:20]=3)[CH2:27][CH2:26]2)=[CH:43]1, predict the reactants needed to synthesize it. The reactants are: [I:1][C:2]1[CH:3]=[C:4]2[C:9](=[CH:10][CH:11]=1)[C:8](=[O:12])[NH:7][C:6](=[O:13])/[C:5]/2=[CH:14]\[NH:15][C:16]1[CH:21]=[CH:20][C:19]([N:22]2[CH2:27][CH2:26][NH:25][CH2:24][CH2:23]2)=[CH:18][CH:17]=1.C(O[BH-](OC(=O)C)OC(=O)C)(=O)C.[Na+].[O:42]1[CH:46]=[CH:45][C:44]([CH:47]=O)=[CH:43]1.C(O)(=O)C.C(=O)(O)[O-].[Na+]. (3) Given the product [CH3:10][C:9]1[N:8]=[C:6]([C:5]2[CH:30]=[CH:31][CH:32]=[C:3]([C:2]([F:34])([F:33])[F:1])[CH:4]=2)[N:16]2[C:11]=1[CH:12]=[N:13][C:14]([NH:17][C:18]1[CH:23]=[C:22]([O:24][CH3:25])[C:21]([O:26][CH3:27])=[C:20]([O:28][CH3:29])[CH:19]=1)=[N:15]2, predict the reactants needed to synthesize it. The reactants are: [F:1][C:2]([F:34])([F:33])[C:3]1[CH:4]=[C:5]([CH:30]=[CH:31][CH:32]=1)[C:6]([NH:8][CH:9]([C:11]1[N:16]=[N:15][C:14]([NH:17][C:18]2[CH:23]=[C:22]([O:24][CH3:25])[C:21]([O:26][CH3:27])=[C:20]([O:28][CH3:29])[CH:19]=2)=[N:13][CH:12]=1)[CH3:10])=O.P(Cl)(Cl)(Cl)=O.